From a dataset of Full USPTO retrosynthesis dataset with 1.9M reactions from patents (1976-2016). Predict the reactants needed to synthesize the given product. (1) Given the product [CH2:11]([N:18]1[CH2:23][CH2:22][CH2:21][CH2:20][CH:19]1[CH2:24][CH:25]=[O:26])[C:12]1[CH:17]=[CH:16][CH:15]=[CH:14][CH:13]=1, predict the reactants needed to synthesize it. The reactants are: CS(C)=O.C(Cl)(C(Cl)=O)=O.[CH2:11]([N:18]1[CH2:23][CH2:22][CH2:21][CH2:20][CH:19]1[CH2:24][CH2:25][OH:26])[C:12]1[CH:17]=[CH:16][CH:15]=[CH:14][CH:13]=1. (2) Given the product [CH2:1]([O:8][C:9]1[CH:10]=[CH:11][CH:12]=[C:13]2[C:18]=1[N:17]=[C:16]([C:19]([O:21][CH2:29][C:28]1[CH:33]=[CH:24][CH:25]=[CH:26][CH:27]=1)=[O:20])[CH:15]=[CH:14]2)[C:2]1[CH:7]=[CH:6][CH:5]=[CH:4][CH:3]=1, predict the reactants needed to synthesize it. The reactants are: [CH2:1]([O:8][C:9]1[C:10](Br)=[CH:11][CH:12]=[C:13]2[C:18]=1[N:17]=[C:16]([C:19]([OH:21])=[O:20])[CH:15]=[CH:14]2)[C:2]1[CH:7]=[CH:6][CH:5]=[CH:4][CH:3]=1.O[C:24]1[CH:25]=[CH:26][CH:27]=[C:28]2[C:33]=1N=C(C(O)=O)C=[CH:29]2. (3) Given the product [Cl:1][C:2]1[CH:3]=[CH:4][C:5]([C:8]2[S:9][C:10]([C:16]3[CH:17]=[CH:18][CH:19]=[CH:20][CH:21]=3)=[C:11]([CH2:13][C:14]3[NH:24][N:23]=[N:22][N:15]=3)[N:12]=2)=[CH:6][CH:7]=1, predict the reactants needed to synthesize it. The reactants are: [Cl:1][C:2]1[CH:7]=[CH:6][C:5]([C:8]2[S:9][C:10]([C:16]3[CH:21]=[CH:20][CH:19]=[CH:18][CH:17]=3)=[C:11]([CH2:13][C:14]#[N:15])[N:12]=2)=[CH:4][CH:3]=1.[N-:22]=[N+:23]=[N-:24].[Na+].[Cl-].[NH4+]. (4) Given the product [CH3:31][O:32][C:33]1[CH:34]=[C:35]([C:41]2[C@@H:50]3[C@@H:45]([CH2:46][CH2:47][CH2:48][CH2:49]3)[C:44](=[O:51])[N:43]([CH:52]3[CH2:53][CH2:54][N:55]([C:18](=[O:20])[C@@H:9]([NH:8][C:6](=[O:7])[O:5][C:1]([CH3:2])([CH3:3])[CH3:4])[CH2:10][C:11]4[CH:16]=[CH:15][CH:14]=[C:13]([CH3:17])[CH:12]=4)[CH2:56][CH2:57]3)[N:42]=2)[CH:36]=[CH:37][C:38]=1[O:39][CH3:40], predict the reactants needed to synthesize it. The reactants are: [C:1]([O:5][C:6]([NH:8][C@H:9]([C:18]([OH:20])=O)[CH2:10][C:11]1[CH:16]=[CH:15][CH:14]=[C:13]([CH3:17])[CH:12]=1)=[O:7])([CH3:4])([CH3:3])[CH3:2].CCN(C(C)C)C(C)C.Cl.[CH3:31][O:32][C:33]1[CH:34]=[C:35]([C:41]2[C@@H:50]3[C@@H:45]([CH2:46][CH2:47][CH2:48][CH2:49]3)[C:44](=[O:51])[N:43]([CH:52]3[CH2:57][CH2:56][NH:55][CH2:54][CH2:53]3)[N:42]=2)[CH:36]=[CH:37][C:38]=1[O:39][CH3:40].CCOC(C(C#N)=NOC(N1CCOCC1)=[N+](C)C)=O.F[P-](F)(F)(F)(F)F.C(=O)(O)[O-].[Na+]. (5) Given the product [I:17][C:15]1[CH:16]=[C:11]2[C:12](=[CH:13][CH:14]=1)[N:2]([CH2:20][CH2:28][CH:25]1[CH2:26][CH2:27][N:22]([CH3:21])[CH2:23][CH2:24]1)[CH:3]=[C:4]([C:5]([O:7][CH2:8][CH3:9])=[O:6])[C:10]2=[O:19], predict the reactants needed to synthesize it. The reactants are: C[N:2]([CH3:20])/[CH:3]=[C:4](/[C:10](=[O:19])[C:11]1[CH:16]=[C:15]([I:17])[CH:14]=[CH:13][C:12]=1F)\[C:5]([O:7][CH2:8][CH3:9])=[O:6].[CH3:21][N:22]1[CH2:27][CH2:26][CH:25]([CH:28](N)C)[CH2:24][CH2:23]1.C(=O)([O-])[O-].[K+].[K+]. (6) Given the product [CH2:1]([O:3][C:4]1[CH:5]=[CH:6][C:7]([CH2:8][CH:9]2[CH2:14][CH2:13][CH2:12][CH:11]([C:15]([NH:28][C@H:29]3[CH2:34][CH2:33][C@H:32]([OH:35])[CH2:31][CH2:30]3)=[O:17])[CH2:10]2)=[CH:25][CH:26]=1)[CH3:2], predict the reactants needed to synthesize it. The reactants are: [CH2:1]([O:3][C:4]1[CH:26]=[CH:25][C:7]([CH:8]=[C:9]2[CH2:14][CH2:13][CH2:12][CH:11]([C:15]([O:17]CC3C=CC=CC=3)=O)[CH2:10]2)=[CH:6][CH:5]=1)[CH3:2].Cl.[NH2:28][C@H:29]1[CH2:34][CH2:33][C@H:32]([OH:35])[CH2:31][CH2:30]1.F[P-](F)(F)(F)(F)F.N1(O[P+](N(C)C)(N(C)C)N(C)C)C2C=CC=CC=2N=N1.C(N(CC)C(C)C)(C)C. (7) Given the product [CH3:37][N:35]([C:34]([N:32]=[N:57][C:61]([N:18]([CH3:17])[CH3:19])=[O:30])=[O:38])[CH3:36], predict the reactants needed to synthesize it. The reactants are: C1(C)C=CC(S(O)(=O)=O)=CC=1.C(OC(=O)[CH2:17][NH:18][CH3:19])C=C.C1C=NC2N([OH:30])N=NC=2C=1.C[N:32]([C:34]([O:38]N1N=NC2C=CC=NC1=2)=[N+:35]([CH3:37])[CH3:36])C.F[P-](F)(F)(F)(F)F.CC[N:57]([CH:61](C)C)C(C)C.